From a dataset of Full USPTO retrosynthesis dataset with 1.9M reactions from patents (1976-2016). Predict the reactants needed to synthesize the given product. (1) Given the product [CH3:25][N:24]([CH2:26][C:27]1[CH:32]=[CH:31][CH:30]=[CH:29][C:28]=1[CH:33]([C:35]1[CH:40]=[CH:39][C:38]([I:41])=[CH:37][C:36]=1[N+:42]([O-:44])=[O:43])[OH:34])[CH3:23].[I:41][C:38]1[CH:39]=[CH:40][C:35]([CH:33]=[O:34])=[C:36]([N+:42]([O-:44])=[O:43])[CH:37]=1, predict the reactants needed to synthesize it. The reactants are: BrC1C=CC(C(C2C=CC=CC=2CN(C)C)O)=C([N+]([O-])=O)C=1.[CH3:23][N:24]([CH2:26][C:27]1[CH:32]=[CH:31][CH:30]=[CH:29][C:28]=1[CH:33]([C:35]1[CH:40]=[CH:39][C:38]([I:41])=[CH:37][C:36]=1[N+:42]([O-:44])=[O:43])[OH:34])[CH3:25]. (2) Given the product [Br:23][C:24]1[S:28][C:27]([C:29]([NH:31][C:32]([NH:53][C:52]2[CH:54]=[CH:55][C:49]([O:48][C:39]3[C:38]4[C:43](=[CH:44][C:45]([O:46][CH3:47])=[C:36]([O:35][CH3:34])[CH:37]=4)[N:42]=[CH:41][CH:40]=3)=[CH:50][C:51]=2[CH3:56])=[S:33])=[O:30])=[CH:26][CH:25]=1, predict the reactants needed to synthesize it. The reactants are: S(Cl)(Cl)=O.BrC1SC(C(O)=O)=CC=1.BrC1SC(C(Cl)=O)=CC=1.[Br:23][C:24]1[S:28][C:27]([C:29]([N:31]=[C:32]=[S:33])=[O:30])=[CH:26][CH:25]=1.[CH3:34][O:35][C:36]1[CH:37]=[C:38]2[C:43](=[CH:44][C:45]=1[O:46][CH3:47])[N:42]=[CH:41][CH:40]=[C:39]2[O:48][C:49]1[CH:55]=[CH:54][C:52]([NH2:53])=[C:51]([CH3:56])[CH:50]=1. (3) The reactants are: CS(C)=O.C(Cl)(=O)C(Cl)=O.[C:11]([O:15][C:16]([N:18]1[CH2:23][CH2:22][CH2:21][C@H:20]([OH:24])[C@@H:19]1[C:25]1[CH:30]=[CH:29][CH:28]=[CH:27][CH:26]=1)=[O:17])([CH3:14])([CH3:13])[CH3:12].C(N(CC)CC)C. Given the product [C:11]([O:15][C:16]([N:18]1[CH2:23][CH2:22][CH2:21][C:20](=[O:24])[C@@H:19]1[C:25]1[CH:30]=[CH:29][CH:28]=[CH:27][CH:26]=1)=[O:17])([CH3:14])([CH3:12])[CH3:13], predict the reactants needed to synthesize it. (4) Given the product [Cl:31][C:26]1[C:25]([F:32])=[C:24]([NH:23][C:14]2[C:13]3[C:18](=[CH:19][C:20]([O:21][CH3:22])=[C:11]([O:10][C@H:8]4[CH2:7][CH2:6][NH:5][C@H:4]([C:1]([NH2:2])=[O:3])[CH2:9]4)[CH:12]=3)[N:17]=[CH:16][N:15]=2)[CH:29]=[CH:28][C:27]=1[F:30], predict the reactants needed to synthesize it. The reactants are: [C:1]([C@@H:4]1[CH2:9][C@@H:8]([O:10][C:11]2[CH:12]=[C:13]3[C:18](=[CH:19][C:20]=2[O:21][CH3:22])[N:17]=[CH:16][N:15]=[C:14]3[NH:23][C:24]2[CH:29]=[CH:28][C:27]([F:30])=[C:26]([Cl:31])[C:25]=2[F:32])[CH2:7][CH2:6][N:5]1C(OC(C)(C)C)=O)(=[O:3])[NH2:2].ClC1C(F)=C(NC2C3C(=CC(O)=C(OC4CN(C(OCCCC)=O)C4)C=3)N=CN=2)C=CC=1F. (5) Given the product [Cl:20][C:17]1[CH:18]=[CH:19][C:14]([C@@H:13]2[O:12][CH2:11][CH2:10][N:9]([C:22]([O:24][C:25]([CH3:26])([CH3:27])[CH3:28])=[O:23])[CH2:8][C@H:7]2[CH2:6][NH:5][C:3](=[O:4])[CH2:2][N:34]2[CH2:35][CH2:36][C:31]([F:37])([F:30])[CH2:32][CH2:33]2)=[CH:15][C:16]=1[F:21], predict the reactants needed to synthesize it. The reactants are: Cl[CH2:2][C:3]([NH:5][CH2:6][C@H:7]1[C@H:13]([C:14]2[CH:19]=[CH:18][C:17]([Cl:20])=[C:16]([F:21])[CH:15]=2)[O:12][CH2:11][CH2:10][N:9]([C:22]([O:24][C:25]([CH3:28])([CH3:27])[CH3:26])=[O:23])[CH2:8]1)=[O:4].Cl.[F:30][C:31]1([F:37])[CH2:36][CH2:35][NH:34][CH2:33][CH2:32]1.[I-].[K+].C(=O)([O-])[O-].[K+].[K+].